The task is: Regression. Given a peptide amino acid sequence and an MHC pseudo amino acid sequence, predict their binding affinity value. This is MHC class I binding data.. This data is from Peptide-MHC class I binding affinity with 185,985 pairs from IEDB/IMGT. (1) The peptide sequence is PLMGGAYIAFPTSCHMFI. The MHC is HLA-B53:01 with pseudo-sequence HLA-B53:01. The binding affinity (normalized) is 0.585. (2) The MHC is Mamu-A07 with pseudo-sequence Mamu-A07. The binding affinity (normalized) is 0. The peptide sequence is PHYTPKIVGGI. (3) The peptide sequence is EPVDPRLEPW. The MHC is HLA-A01:01 with pseudo-sequence HLA-A01:01. The binding affinity (normalized) is 0. (4) The peptide sequence is INPFMIEGLM. The MHC is Mamu-A01 with pseudo-sequence Mamu-A01. The binding affinity (normalized) is 1.00.